Predict the reaction yield, written as a fraction of the theoretical maximum amount of product (1.0 means a 100% yield; for example, 0.34 means a 34% yield). From a dataset of Reaction yield outcomes from USPTO patents with 853,638 reactions. (1) The product is [Cl:1][C:2]1[CH:21]=[C:20]([Cl:22])[CH:19]=[CH:18][C:3]=1[O:4][CH2:5][C:6]([NH:8][C:9]1[CH:10]=[C:11]([CH:15]=[CH:16][N:17]=1)[C:12]([NH:31][CH2:30][CH2:29][N:23]1[CH2:28][CH2:27][CH2:26][CH2:25][CH2:24]1)=[O:14])=[O:7]. The yield is 0.133. The catalyst is CN(C=O)C. The reactants are [Cl:1][C:2]1[CH:21]=[C:20]([Cl:22])[CH:19]=[CH:18][C:3]=1[O:4][CH2:5][C:6]([NH:8][C:9]1[CH:10]=[C:11]([CH:15]=[CH:16][N:17]=1)[C:12]([OH:14])=O)=[O:7].[N:23]1([CH2:29][CH2:30][NH2:31])[CH2:28][CH2:27][CH2:26][CH2:25][CH2:24]1.C(Cl)CCl.C1C=CC2N(O)N=NC=2C=1.CCN(C(C)C)C(C)C. (2) The reactants are [C:1]([C:3]1[CH:8]=[CH:7][C:6](B(O)O)=[C:5]([CH3:12])[CH:4]=1)#[N:2].[CH3:13][C:14]1([CH3:21])[C:19](=[O:20])[CH:18]=[CH:17][CH2:16][CH2:15]1.C([O-])(=O)C.[Na+]. The catalyst is C([O-])(=O)C.[Pd+2].C([O-])(=O)C.C(O)(=O)C. The product is [CH3:13][C:14]1([CH3:21])[CH2:15][CH2:16][CH:17]([C:6]2[CH:7]=[CH:8][C:3]([C:1]#[N:2])=[CH:4][C:5]=2[CH3:12])[CH2:18][C:19]1=[O:20]. The yield is 0.500.